From a dataset of Forward reaction prediction with 1.9M reactions from USPTO patents (1976-2016). Predict the product of the given reaction. Given the reactants [CH2:1]([O:8][C:9]1[CH:14]=[CH:13][C:12]([C:15]2[CH:20]=[CH:19][C:18]([NH:21][C:22](=[O:28])[O:23][C:24]([CH3:27])([CH3:26])[CH3:25])=[CH:17][CH:16]=2)=[C:11]([N+:29]([O-])=O)[CH:10]=1)[C:2]1[CH:7]=[CH:6][CH:5]=[CH:4][CH:3]=1.CCCCCC, predict the reaction product. The product is: [CH2:1]([O:8][C:9]1[CH:10]=[C:11]2[C:12]([C:15]3[CH:20]=[CH:19][C:18]([NH:21][C:22](=[O:28])[O:23][C:24]([CH3:27])([CH3:26])[CH3:25])=[CH:17][C:16]=3[NH:29]2)=[CH:13][CH:14]=1)[C:2]1[CH:7]=[CH:6][CH:5]=[CH:4][CH:3]=1.